This data is from Full USPTO retrosynthesis dataset with 1.9M reactions from patents (1976-2016). The task is: Predict the reactants needed to synthesize the given product. (1) Given the product [CH3:19][C:14]1([CH3:20])[C:15]([CH3:18])([CH3:17])[O:16][B:12]([C:2]2[CH:7]=[CH:6][C:5]([CH2:8][CH2:9][CH2:10][OH:11])=[CH:4][CH:3]=2)[O:13]1, predict the reactants needed to synthesize it. The reactants are: Br[C:2]1[CH:7]=[CH:6][C:5]([CH2:8][CH2:9][CH2:10][OH:11])=[CH:4][CH:3]=1.[B:12]1([B:12]2[O:16][C:15]([CH3:18])([CH3:17])[C:14]([CH3:20])([CH3:19])[O:13]2)[O:16][C:15]([CH3:18])([CH3:17])[C:14]([CH3:20])([CH3:19])[O:13]1.C([O-])(=O)C.[K+].Cl. (2) Given the product [CH3:30][C:15]1[CH:16]=[C:17]([O:19][Si:20]([CH:27]([CH3:29])[CH3:28])([CH:21]([CH3:23])[CH3:22])[CH:24]([CH3:26])[CH3:25])[CH:18]=[C:2]([CH3:1])[C:3]=1[CH2:4][C:5]1[CH:10]=[CH:9][C:8]([O:11][CH2:12][O:13][CH3:14])=[C:7]([CH:6]=1)[CH:47]=[O:48], predict the reactants needed to synthesize it. The reactants are: [CH3:1][C:2]1[CH:18]=[C:17]([O:19][Si:20]([CH:27]([CH3:29])[CH3:28])([CH:24]([CH3:26])[CH3:25])[CH:21]([CH3:23])[CH3:22])[CH:16]=[C:15]([CH3:30])[C:3]=1[CH2:4][C:5]1[CH:10]=[CH:9][C:8]([O:11][CH2:12][O:13][CH3:14])=[CH:7][CH:6]=1.CN(CCN(C)C)C.[Li]CCCC.CN([CH:47]=[O:48])C.